Dataset: Full USPTO retrosynthesis dataset with 1.9M reactions from patents (1976-2016). Task: Predict the reactants needed to synthesize the given product. Given the product [Cl:50][C:51]1[CH:52]=[C:53]([CH:63]=[CH:64][C:65]=1[Cl:66])[O:54][C:28]1[CH:7]=[C:8]([CH:9]2[N:18]([CH2:19][CH2:20][N:21]3[CH2:26][CH2:25][CH2:24][CH2:23][CH2:22]3)[C:17](=[O:27])[C:16]3[C:11](=[CH:12][CH:13]=[CH:14][CH:15]=3)[NH:10]2)[CH:31]=[CH:32][CH:33]=1, predict the reactants needed to synthesize it. The reactants are: C1([C:7]([C:28]2[CH:33]=[CH:32][CH:31]=CC=2)=[CH:8][CH:9]2[N:18]([CH2:19][CH2:20][N:21]3[CH2:26][CH2:25][CH2:24][CH2:23][CH2:22]3)[C:17](=[O:27])[C:16]3[C:11](=[CH:12][CH:13]=[CH:14][CH:15]=3)[NH:10]2)C=CC=CC=1.C1(C(C2C=CC=CC=2)=CC=O)C=CC=CC=1.[Cl:50][C:51]1[CH:52]=[C:53]([CH:63]=[CH:64][C:65]=1[Cl:66])[O:54]C1C=C(C=CC=1)C=O.